From a dataset of Full USPTO retrosynthesis dataset with 1.9M reactions from patents (1976-2016). Predict the reactants needed to synthesize the given product. (1) The reactants are: [OH:1][C:2]1[CH:9]=[CH:8][C:5]([CH:6]=[O:7])=[CH:4][C:3]=1[N+:10]([O-:12])=[O:11].C(=O)([O-])[O-].[K+].[K+].I[CH2:20][CH3:21].CN(C)C=O. Given the product [CH2:20]([O:1][C:2]1[CH:9]=[CH:8][C:5]([CH:6]=[O:7])=[CH:4][C:3]=1[N+:10]([O-:12])=[O:11])[CH3:21], predict the reactants needed to synthesize it. (2) Given the product [CH2:47]([N:49]([CH2:13][C@@H:12]([C:10]1[CH:9]=[CH:8][C:6]2[O:7][C:2]([CH3:1])([CH3:15])[O:3][CH2:4][C:5]=2[CH:11]=1)[OH:14])[CH2:17][CH2:18][CH2:19][CH2:20][CH2:21][CH2:22][CH2:23][O:24][CH2:25][CH2:26][CH2:27][C:28]1[CH:29]=[C:30]([S:34]([NH2:37])(=[O:36])=[O:35])[CH:31]=[CH:32][CH:33]=1)[C:48]1[CH:43]=[CH:42][CH:44]=[CH:51][CH:50]=1, predict the reactants needed to synthesize it. The reactants are: [CH3:1][C:2]1([CH3:15])[O:7][C:6]2[CH:8]=[CH:9][C:10]([CH:12]([OH:14])[CH3:13])=[CH:11][C:5]=2[CH2:4][O:3]1.Br[CH2:17][CH2:18][CH2:19][CH2:20][CH2:21][CH2:22][CH2:23][O:24][CH2:25][CH2:26][CH2:27][C:28]1[CH:29]=[C:30]([S:34]([NH2:37])(=[O:36])=[O:35])[CH:31]=[CH:32][CH:33]=1.C(N(CC)[CH:42]([CH3:44])[CH3:43])(C)C.[C:47](#[N:49])[CH3:48].[CH2:50](OCC)[CH3:51]. (3) Given the product [OH:1][CH2:2][CH2:3][N:4]([CH2:29][CH2:30][OH:31])[C:5]1[CH:6]=[CH:7][C:8]([N:15]=[N:16][C:17]2[C:22]([C:36]#[N:37])=[CH:21][C:20]([CH2:24][CH2:25][CH2:26][CH3:27])=[CH:19][C:18]=2[C:33]#[N:34])=[C:9]([NH:11][C:12](=[O:14])[CH3:13])[CH:10]=1, predict the reactants needed to synthesize it. The reactants are: [OH:1][CH2:2][CH2:3][N:4]([CH2:29][CH2:30][OH:31])[C:5]1[CH:6]=[CH:7][C:8]([N:15]=[N:16][C:17]2[C:22](Br)=[CH:21][C:20]([CH2:24][CH2:25][CH2:26][CH3:27])=[CH:19][C:18]=2Br)=[C:9]([NH:11][C:12](=[O:14])[CH3:13])[CH:10]=1.[Cu][C:33]#[N:34].O.[CH3:36][N:37](C)C=O. (4) Given the product [CH2:6]([O:5][CH2:4][C:3]1[N:9]=[C:11]([C:12]([O:14][CH3:15])=[O:13])[O:1][N:2]=1)[CH2:7][CH3:8], predict the reactants needed to synthesize it. The reactants are: [OH:1]/[N:2]=[C:3](\[NH2:9])/[CH2:4][O:5][CH2:6][CH2:7][CH3:8].Cl[C:11](=O)[C:12]([O:14][CH3:15])=[O:13]. (5) Given the product [C:24]([C:3]1[N:4]=[C:5]([C:9]2[CH:10]=[CH:11][C:12]([C:33]3[CH:32]=[CH:31][C:30]([CH2:42][C:43]([O:45][CH3:46])=[O:44])=[CH:29][C:28]=3[F:27])=[CH:13][CH:14]=2)[C:6]([CH3:8])=[N:7][C:2]=1[CH3:1])(=[O:25])[NH2:26], predict the reactants needed to synthesize it. The reactants are: [CH3:1][C:2]1[C:3]([C:24]([NH2:26])=[O:25])=[N:4][C:5]([C:9]2[CH:14]=[CH:13][C:12](B3OC(C)(C)C(C)(C)O3)=[CH:11][CH:10]=2)=[C:6]([CH3:8])[N:7]=1.[F:27][C:28]1[CH:29]=[C:30]([CH2:42][C:43]([O:45][CH3:46])=[O:44])[CH:31]=[CH:32][C:33]=1OS(C(F)(F)F)(=O)=O.P([O-])([O-])([O-])=O.[K+].[K+].[K+]. (6) The reactants are: [Br:1][C:2]1[CH:7]=[CH:6][C:5]([CH2:8][C:9]([NH:12]C=O)([CH3:11])[CH3:10])=[CH:4][CH:3]=1.Cl. Given the product [Br:1][C:2]1[CH:3]=[CH:4][C:5]([CH2:8][C:9]([NH2:12])([CH3:10])[CH3:11])=[CH:6][CH:7]=1, predict the reactants needed to synthesize it.